From a dataset of Forward reaction prediction with 1.9M reactions from USPTO patents (1976-2016). Predict the product of the given reaction. (1) Given the reactants N1(C(Cl)=O)CCOCC1.[N:10]1([C:16]([N:18]=[C:19]=[S:20])=[O:17])[CH2:15][CH2:14][O:13][CH2:12][CH2:11]1.[CH3:21][O:22][C:23]1[CH:24]=[C:25]2[C:30](=[CH:31][C:32]=1[O:33][CH3:34])[N:29]=[CH:28][CH:27]=[C:26]2[O:35][C:36]1[CH:42]=[CH:41][C:39]([NH2:40])=[CH:38][CH:37]=1.C1(C)C=CC=CC=1, predict the reaction product. The product is: [N:10]1([C:16]([N:18]=[C:19]=[S:20])=[O:17])[CH2:11][CH2:12][O:13][CH2:14][CH2:15]1.[CH3:21][O:22][C:23]1[CH:24]=[C:25]2[C:30](=[CH:31][C:32]=1[O:33][CH3:34])[N:29]=[CH:28][CH:27]=[C:26]2[O:35][C:36]1[CH:37]=[CH:38][C:39]([NH:40][C:19]([NH:18][C:16]([N:10]2[CH2:11][CH2:12][O:13][CH2:14][CH2:15]2)=[O:17])=[S:20])=[CH:41][CH:42]=1. (2) Given the reactants [F:1][C:2]([F:18])([F:17])[C:3]1[O:7][N:6]=[C:5]([C:8]2[CH:16]=[CH:15][C:11]([C:12]([OH:14])=O)=[CH:10][CH:9]=2)[CH:4]=1.C(Cl)(=O)C(Cl)=O.C(N(CC)CC)C.[NH:32]1[CH2:37][CH2:36][CH2:35][CH2:34][CH2:33]1, predict the reaction product. The product is: [N:32]1([C:12]([C:11]2[CH:10]=[CH:9][C:8]([C:5]3[CH:4]=[C:3]([C:2]([F:1])([F:18])[F:17])[O:7][N:6]=3)=[CH:16][CH:15]=2)=[O:14])[CH2:37][CH2:36][CH2:35][CH2:34][CH2:33]1.